From a dataset of Peptide-MHC class II binding affinity with 134,281 pairs from IEDB. Regression. Given a peptide amino acid sequence and an MHC pseudo amino acid sequence, predict their binding affinity value. This is MHC class II binding data. (1) The peptide sequence is ELYKYKVVKIEPLGV. The MHC is DRB1_0405 with pseudo-sequence DRB1_0405. The binding affinity (normalized) is 0.645. (2) The peptide sequence is KCEFQDAYVLLSEKK. The MHC is DRB1_1501 with pseudo-sequence DRB1_1501. The binding affinity (normalized) is 0. (3) The peptide sequence is RNSRWSSPDNVKPLY. The MHC is DRB1_1101 with pseudo-sequence DRB1_1101. The binding affinity (normalized) is 0.125. (4) The peptide sequence is KQCFRKLPVNRPIDW. The MHC is DRB1_0405 with pseudo-sequence DRB1_0405. The binding affinity (normalized) is 0.674. (5) The MHC is HLA-DPA10103-DPB10201 with pseudo-sequence HLA-DPA10103-DPB10201. The binding affinity (normalized) is 0.0698. The peptide sequence is AAFNNAIKAGTGGAY. (6) The peptide sequence is IKEKGKDKWIALKES. The MHC is HLA-DPA10301-DPB10402 with pseudo-sequence HLA-DPA10301-DPB10402. The binding affinity (normalized) is 0.0543. (7) The peptide sequence is AFKVAATAMNAAPAN. The MHC is DRB1_0901 with pseudo-sequence DRB1_0901. The binding affinity (normalized) is 0.724. (8) The peptide sequence is ATARTLGNFSWFPHK. The MHC is DRB1_0101 with pseudo-sequence DRB1_0101. The binding affinity (normalized) is 0.748. (9) The peptide sequence is WREMHHLVEFEPPHA. The MHC is DRB1_0101 with pseudo-sequence DRB1_0101. The binding affinity (normalized) is 0.0533. (10) The peptide sequence is AGAWRTAAVELARAL. The MHC is DRB1_0802 with pseudo-sequence DRB1_0802. The binding affinity (normalized) is 0.498.